Dataset: Reaction yield outcomes from USPTO patents with 853,638 reactions. Task: Predict the reaction yield, written as a fraction of the theoretical maximum amount of product (1.0 means a 100% yield; for example, 0.34 means a 34% yield). (1) The reactants are Br[C:2]1[CH:3]=[C:4]([CH:8]2[O:13][CH2:12][CH2:11][CH2:10][O:9]2)[CH:5]=[CH:6][CH:7]=1.[CH:14]([N:17]1[CH2:22][CH2:21][CH:20]([NH2:23])[CH2:19][CH2:18]1)([CH3:16])[CH3:15].C1(P(C2C=CC=CC=2)C2C=CC3C(=CC=CC=3)C=2C2C3C(=CC=CC=3)C=CC=2P(C2C=CC=CC=2)C2C=CC=CC=2)C=CC=CC=1.CC(C)([O-])C.[Na+]. The catalyst is C1(C)C=CC=CC=1.C1C=CC(/C=C/C(/C=C/C2C=CC=CC=2)=O)=CC=1.C1C=CC(/C=C/C(/C=C/C2C=CC=CC=2)=O)=CC=1.C1C=CC(/C=C/C(/C=C/C2C=CC=CC=2)=O)=CC=1.[Pd].[Pd]. The product is [O:9]1[CH2:10][CH2:11][CH2:12][O:13][CH:8]1[C:4]1[CH:3]=[C:2]([NH:23][CH:20]2[CH2:21][CH2:22][N:17]([CH:14]([CH3:16])[CH3:15])[CH2:18][CH2:19]2)[CH:7]=[CH:6][CH:5]=1. The yield is 0.710. (2) The reactants are [Cl-:1].[NH3+:2][CH2:3][CH2:4][CH2:5][CH2:6][C:7]([C:9]1[CH:10]=[NH+:11][CH:12]=[CH:13][CH:14]=1)=O.[Cl-].[C:16]1([C:22]2[O:26][C:25]([CH:27]=O)=[CH:24][CH:23]=2)[CH:21]=[CH:20][CH:19]=[CH:18][CH:17]=1. The catalyst is C(O)(C)C. The product is [ClH:1].[ClH:1].[C:16]1([C:22]2[O:26][C:25]([CH:27]=[C:6]3[CH2:5][CH2:4][CH2:3][N:2]=[C:7]3[C:9]3[CH:10]=[N:11][CH:12]=[CH:13][CH:14]=3)=[CH:24][CH:23]=2)[CH:21]=[CH:20][CH:19]=[CH:18][CH:17]=1. The yield is 0.910.